Dataset: Full USPTO retrosynthesis dataset with 1.9M reactions from patents (1976-2016). Task: Predict the reactants needed to synthesize the given product. (1) Given the product [CH3:3][C:4]1[N:9]=[CH:8][C:7]([NH:10][C:11]2[N:16]=[N:15][C:14]([C:17]3[CH:18]=[C:19]4[C:24](=[CH:25][CH:26]=3)[C:23](=[O:27])[C:22]([CH2:33][C:34]([OH:36])=[O:35])([CH2:28][C:29]([F:31])([F:32])[F:30])[CH2:21][CH2:20]4)=[CH:13][CH:12]=2)=[CH:6][CH:5]=1, predict the reactants needed to synthesize it. The reactants are: [OH-].[Li+].[CH3:3][C:4]1[N:9]=[CH:8][C:7]([NH:10][C:11]2[N:16]=[N:15][C:14]([C:17]3[CH:18]=[C:19]4[C:24](=[CH:25][CH:26]=3)[C:23](=[O:27])[C:22]([CH2:33][C:34]([O:36]CC)=[O:35])([CH2:28][C:29]([F:32])([F:31])[F:30])[CH2:21][CH2:20]4)=[CH:13][CH:12]=2)=[CH:6][CH:5]=1. (2) The reactants are: [C:1]1([S:7]([N:10]2[C:18]3[C:13](=[C:14]4[CH2:23][N:22](C(OC(C)(C)C)=O)[CH2:21][CH2:20][O:19][C:15]4=[CH:16][CH:17]=3)[CH:12]=[CH:11]2)(=[O:9])=[O:8])[CH:6]=[CH:5][CH:4]=[CH:3][CH:2]=1.[Cl:31]N1C(=O)CCC1=O.[C:39]([OH:45])([C:41]([F:44])([F:43])[F:42])=[O:40]. Given the product [F:42][C:41]([F:44])([F:43])[C:39]([OH:45])=[O:40].[Cl:31][C:12]1[C:13]2[C:18](=[CH:17][CH:16]=[C:15]3[O:19][CH2:20][CH2:21][NH:22][CH2:23][C:14]3=2)[N:10]([S:7]([C:1]2[CH:6]=[CH:5][CH:4]=[CH:3][CH:2]=2)(=[O:9])=[O:8])[CH:11]=1, predict the reactants needed to synthesize it.